From a dataset of Forward reaction prediction with 1.9M reactions from USPTO patents (1976-2016). Predict the product of the given reaction. (1) Given the reactants C1(C)C=CC=CC=1.[C:8]([OH:11])(=O)[CH3:9].[C:12]([C:14]1[CH:19]=[CH:18][CH:17]=[CH:16][C:15]=1[C:20]1[N:25]=[CH:24][C:23]([CH2:26][CH:27]([C:32](=O)[CH2:33][CH2:34][CH2:35][CH3:36])[C:28]([O:30][CH3:31])=[O:29])=[CH:22][CH:21]=1)#[N:13].C([O-])(=O)C.[NH4+:42], predict the reaction product. The product is: [C:8]([NH:42]/[C:32](/[CH2:33][CH2:34][CH2:35][CH3:36])=[C:27](/[CH2:26][C:23]1[CH:24]=[N:25][C:20]([C:15]2[CH:16]=[CH:17][CH:18]=[CH:19][C:14]=2[C:12]#[N:13])=[CH:21][CH:22]=1)\[C:28]([O:30][CH3:31])=[O:29])(=[O:11])[CH3:9]. (2) Given the reactants [C:1]([C:3]1[CH:4]=[C:5]([S:9]([N:12]2[C:16]([C:17]3[C:18]([F:23])=[N:19][CH:20]=[CH:21][CH:22]=3)=[CH:15][C:14]([CH2:24][N:25]([CH3:33])[C:26](=[O:32])[O:27][C:28]([CH3:31])([CH3:30])[CH3:29])=[CH:13]2)(=[O:11])=[O:10])[CH:6]=[CH:7][CH:8]=1)#N.C[Li].[OH2:36].[CH2:37](OCC)C, predict the reaction product. The product is: [C:1]([C:3]1[CH:4]=[C:5]([S:9]([N:12]2[C:16]([C:17]3[C:18]([F:23])=[N:19][CH:20]=[CH:21][CH:22]=3)=[CH:15][C:14]([CH2:24][N:25]([CH3:33])[C:26](=[O:32])[O:27][C:28]([CH3:30])([CH3:31])[CH3:29])=[CH:13]2)(=[O:11])=[O:10])[CH:6]=[CH:7][CH:8]=1)(=[O:36])[CH3:37]. (3) Given the reactants [CH3:1][O:2][C:3]1[CH:8]=[CH:7][CH:6]=[CH:5][C:4]=1[S:9][C:10]1[CH:15]=[CH:14][C:13](/[CH:16]=[CH:17]/[C:18]([N:20]2[CH2:25][CH2:24][NH:23][CH2:22][CH2:21]2)=[O:19])=[C:12]([Cl:26])[C:11]=1[Cl:27].[CH:28]1[CH:32]=[C:31]([CH:33]=[O:34])[O:30][CH:29]=1.[BH-](OC(C)=O)(OC(C)=O)OC(C)=O.[Na+].ClCCl, predict the reaction product. The product is: [CH3:1][O:2][C:3]1[CH:8]=[CH:7][CH:6]=[CH:5][C:4]=1[S:9][C:10]1[CH:15]=[CH:14][C:13]([CH:16]=[CH:17][C:18]([N:20]2[CH2:25][CH2:24][N:23]([C:33]([C:31]3[O:30][CH:29]=[CH:28][CH:32]=3)=[O:34])[CH2:22][CH2:21]2)=[O:19])=[C:12]([Cl:26])[C:11]=1[Cl:27]. (4) Given the reactants [F:1][C:2]([F:27])([F:26])[C:3]1[CH:4]=[C:5]([C:9]2[N:18]=[C:17]3[C:12]([CH2:13][CH2:14][CH2:15][N:16]3[C:19]([O:21][C:22]([CH3:25])([CH3:24])[CH3:23])=[O:20])=[CH:11][CH:10]=2)[CH:6]=[CH:7][CH:8]=1.[Mn]([O-])(=O)(=O)=[O:29].[O-]S([O-])=O.[Na+].[Na+], predict the reaction product. The product is: [O:29]=[C:13]1[C:12]2[C:17](=[N:18][C:9]([C:5]3[CH:6]=[CH:7][CH:8]=[C:3]([C:2]([F:1])([F:26])[F:27])[CH:4]=3)=[CH:10][CH:11]=2)[N:16]([C:19]([O:21][C:22]([CH3:23])([CH3:24])[CH3:25])=[O:20])[CH2:15][CH2:14]1. (5) Given the reactants [C:1]([O:5][C:6]([NH:8][CH2:9][CH2:10][NH:11][C@H:12]1[CH2:17][CH2:16][C@H:15]([C:18]([O:20][CH3:21])=[O:19])[CH2:14][CH2:13]1)=[O:7])([CH3:4])([CH3:3])[CH3:2].C(N(CC)CC)C.[Cl:29][CH2:30][C:31](Cl)=[O:32].C(=O)([O-])O.[Na+], predict the reaction product. The product is: [C:1]([O:5][C:6]([NH:8][CH2:9][CH2:10][N:11]([C:31](=[O:32])[CH2:30][Cl:29])[C@H:12]1[CH2:17][CH2:16][C@H:15]([C:18]([O:20][CH3:21])=[O:19])[CH2:14][CH2:13]1)=[O:7])([CH3:4])([CH3:3])[CH3:2]. (6) Given the reactants [NH2:1][CH:2]1[CH2:7][CH2:6][N:5]([CH2:8][CH:9]2[N:19]3[CH:20]4[CH:15]([CH:16]=[CH:17][C:18]3=[O:21])[N:14]=[CH:13][C:12](=[O:22])[N:11]4[CH2:10]2)[CH2:4][CH2:3]1.[O:23]1[C:32]2[CH:31]=[C:30]([CH:33]=O)[N:29]=[CH:28][C:27]=2[O:26][CH2:25][CH2:24]1.C(O[BH-](OC(=O)C)OC(=O)C)(=O)C.[Na+].C([O-])(O)=O.[Na+].[Cl:54]CCl, predict the reaction product. The product is: [ClH:54].[ClH:54].[O:23]1[C:32]2[CH:31]=[C:30]([CH2:33][NH:1][CH:2]3[CH2:7][CH2:6][N:5]([CH2:8][CH:9]4[N:19]5[C:20]6[N:11]([C:12](=[O:22])[CH:13]=[N:14][C:15]=6[CH:16]=[CH:17][C:18]5=[O:21])[CH2:10]4)[CH2:4][CH2:3]3)[N:29]=[CH:28][C:27]=2[O:26][CH2:25][CH2:24]1.